This data is from Catalyst prediction with 721,799 reactions and 888 catalyst types from USPTO. The task is: Predict which catalyst facilitates the given reaction. (1) The catalyst class is: 3. Reactant: [NH:1]1[CH:5]=[CH:4][N:3]=[C:2]1[C:6]1[NH:7][CH:8]=[CH:9][N:10]=1.Br[C:12]1[CH:24]=[CH:23][C:22]2[C:21]3[C:16](=[CH:17][CH:18]=[CH:19][CH:20]=3)[C:15]3([C:36]4[CH:35]=[CH:34][CH:33]=[CH:32][C:31]=4[C:30]4[C:25]3=[CH:26][CH:27]=[CH:28][CH:29]=4)[C:14]=2[CH:13]=1.C([O-])([O-])=O.[Cs+].[Cs+]. Product: [CH:22]1[C:14]2[C:15]3([C:25]4[CH:26]=[CH:27][CH:28]=[CH:29][C:30]=4[C:31]4[C:36]3=[CH:35][CH:34]=[CH:33][CH:32]=4)[C:16]3[C:21](=[CH:20][CH:19]=[CH:18][CH:17]=3)[C:13]=2[CH:12]=[CH:24][C:23]=1[N:1]1[CH:5]=[CH:4][N:3]=[C:2]1[C:6]1[N:10]([C:27]2[CH:28]=[CH:29][C:30]3[C:31]4[C:36](=[CH:35][CH:34]=[CH:33][CH:32]=4)[C:15]4([C:14]5[CH:13]=[CH:12][CH:24]=[CH:23][C:22]=5[C:21]5[C:16]4=[CH:17][CH:18]=[CH:19][CH:20]=5)[C:25]=3[CH:26]=2)[CH:9]=[CH:8][N:7]=1. (2) Reactant: [CH3:1][N:2]([CH3:15])[C:3]1[CH:8]=[CH:7][C:6]([C:9]2[CH:14]=[CH:13][N:12]=[CH:11][CH:10]=2)=[CH:5][CH:4]=1.[CH2:16]([I:18])[CH3:17].[CH3:19]COCC. Product: [I-:18].[CH3:1][N:2]([CH3:15])[C:3]1[CH:4]=[CH:5][C:6]([C:9]2[CH:10]=[CH:11][N+:12]([CH2:19][CH2:16][CH3:17])=[CH:13][CH:14]=2)=[CH:7][CH:8]=1. The catalyst class is: 10. (3) Reactant: F[C:2]1[CH:7]=[CH:6][C:5]([N+:8]([O-:10])=[O:9])=[CH:4][C:3]=1[N:11]1[CH:15]=[CH:14][CH:13]=[C:12]1[CH:16]=[O:17].[BH4-].[Na+]. Product: [N+:8]([C:5]1[CH:6]=[CH:7][C:2]2[O:17][CH2:16][C:12]3[N:11]([CH:15]=[CH:14][CH:13]=3)[C:3]=2[CH:4]=1)([O-:10])=[O:9]. The catalyst class is: 8.